From a dataset of Catalyst prediction with 721,799 reactions and 888 catalyst types from USPTO. Predict which catalyst facilitates the given reaction. (1) Reactant: [CH3:1][NH2:2].C1COCC1.[C:8]([O:12][C:13](=[O:28])[NH:14][C:15]([CH3:27])([C:18]1[CH:23]=[CH:22][CH:21]=[C:20]([N+:24]([O-:26])=[O:25])[CH:19]=1)[CH:16]=O)([CH3:11])([CH3:10])[CH3:9].C(O[BH-](OC(=O)C)OC(=O)C)(=O)C.[Na+].C([O-])(O)=O.[Na+]. Product: [C:8]([O:12][C:13](=[O:28])[NH:14][C:15]([CH3:27])([C:18]1[CH:23]=[CH:22][CH:21]=[C:20]([N+:24]([O-:26])=[O:25])[CH:19]=1)[CH2:16][NH:2][CH3:1])([CH3:11])([CH3:10])[CH3:9]. The catalyst class is: 585. (2) Reactant: [CH2:1]([N:3]1[C:7]([C:8]([O:10][CH3:11])=[O:9])=[C:6](I)[C:5]([CH3:13])=[N:4]1)[CH3:2].[Cu][C:15]#[N:16].CCOC(C)=O. Product: [C:15]([C:6]1[C:5]([CH3:13])=[N:4][N:3]([CH2:1][CH3:2])[C:7]=1[C:8]([O:10][CH3:11])=[O:9])#[N:16]. The catalyst class is: 3. (3) Reactant: [F:1]/[CH:2]=[C:3](\[CH2:13]O)/[CH2:4][NH:5][C:6](=[O:12])[O:7][C:8]([CH3:11])([CH3:10])[CH3:9].C(N(CC)CC)C.CS(Cl)(=O)=O.[Br-:27].[Li+]. Product: [Br:27][CH2:13]/[C:3](=[CH:2]\[F:1])/[CH2:4][NH:5][C:6](=[O:12])[O:7][C:8]([CH3:11])([CH3:10])[CH3:9]. The catalyst class is: 21. (4) Reactant: [N+:1]([C:4]1[C:5]([N:13]2[CH2:18][C@H:17]([C:19]([F:22])([F:21])[F:20])[CH2:16][C@H:15]([NH:23][C:24](=[O:30])[O:25][C:26]([CH3:29])([CH3:28])[CH3:27])[CH2:14]2)=[C:6]2[CH2:12][CH2:11][O:10][C:7]2=[N:8][CH:9]=1)([O-])=O.[Cl-].[NH4+].CCO. Product: [NH2:1][C:4]1[C:5]([N:13]2[CH2:18][C@H:17]([C:19]([F:22])([F:20])[F:21])[CH2:16][C@H:15]([NH:23][C:24](=[O:30])[O:25][C:26]([CH3:28])([CH3:27])[CH3:29])[CH2:14]2)=[C:6]2[CH2:12][CH2:11][O:10][C:7]2=[N:8][CH:9]=1. The catalyst class is: 150. (5) Reactant: CC([N:5]([C@@H:9]([C:12]([NH:14][C:15]1[CH:16]=[N:17][C:18]([O:21][C:22]2[C:27]3[C:28]([CH:31]([CH3:33])[CH3:32])=[N:29][O:30][C:26]=3[CH:25]=[CH:24][CH:23]=2)=[CH:19][CH:20]=1)=[O:13])[CH2:10][CH3:11])C(=O)[O-])(C)C.C(O)(C(F)(F)F)=O. Product: [NH2:5][C@H:9]([CH2:10][CH3:11])[C:12]([NH:14][C:15]1[CH:16]=[N:17][C:18]([O:21][C:22]2[C:27]3[C:28]([CH:31]([CH3:32])[CH3:33])=[N:29][O:30][C:26]=3[CH:25]=[CH:24][CH:23]=2)=[CH:19][CH:20]=1)=[O:13]. The catalyst class is: 4. (6) Reactant: C(OC([N:8]([CH2:16][C:17]1[CH:22]=[CH:21][CH:20]=[CH:19][C:18]=1[O:23][CH2:24][CH2:25][O:26][CH3:27])C(OC(C)(C)C)=O)=O)(C)(C)C.O1CCOCC1.[ClH:34]. Product: [ClH:34].[CH3:27][O:26][CH2:25][CH2:24][O:23][C:18]1[CH:19]=[CH:20][CH:21]=[CH:22][C:17]=1[CH2:16][NH2:8]. The catalyst class is: 12. (7) Reactant: Cl[C:2]1[C:11]2[C:6](=[CH:7][CH:8]=[C:9]([I:12])[CH:10]=2)[N:5]=[CH:4][N:3]=1.[CH3:13][C:14]1[CH:15]=[C:16]([NH2:26])[CH:17]=[CH:18][C:19]=1[N:20]1[CH2:25][CH2:24][O:23][CH2:22][CH2:21]1. Product: [I:12][C:9]1[CH:10]=[C:11]2[C:6](=[CH:7][CH:8]=1)[N:5]=[CH:4][N:3]=[C:2]2[NH:26][C:16]1[CH:17]=[CH:18][C:19]([N:20]2[CH2:25][CH2:24][O:23][CH2:22][CH2:21]2)=[C:14]([CH3:13])[CH:15]=1. The catalyst class is: 10.